Dataset: Catalyst prediction with 721,799 reactions and 888 catalyst types from USPTO. Task: Predict which catalyst facilitates the given reaction. (1) Reactant: Cl[C:2]1[C:11]2[C:6](=[CH:7][C:8](OCC3CCN(CCS(C)(=O)=O)CC3)=[C:9](OC)[CH:10]=2)[N:5]=[CH:4][N:3]=1.OC1C=C2C(=CC=1)NC(C)=C2.C(=O)([O-])[O-].[K+].[K+]. Product: [N:5]1[C:6]2[C:11](=[CH:10][CH:9]=[CH:8][CH:7]=2)[CH:2]=[N:3][CH:4]=1. The catalyst class is: 3. (2) Reactant: [CH2:1]([CH:4]([S:8]([CH2:11][C@@H:12]([C:14]([OH:16])=[O:15])[NH2:13])(=[O:10])=[O:9])[CH2:5][CH2:6][CH3:7])[CH2:2][CH3:3].[C:17](NC(=O)CCC(N)=O)([O:19][CH2:20][C:21]1[CH:26]=[CH:25][CH:24]=[CH:23][CH:22]=1)=[O:18].CN1CCOCC1. Product: [CH2:20]([O:19][C:17]([NH:13][C@H:12]([C:14]([OH:16])=[O:15])[CH2:11][S:8]([CH:4]([CH2:5][CH2:6][CH3:7])[CH2:1][CH2:2][CH3:3])(=[O:9])=[O:10])=[O:18])[C:21]1[CH:26]=[CH:25][CH:24]=[CH:23][CH:22]=1. The catalyst class is: 2. (3) Reactant: [F:1][C:2]1[CH:3]=[C:4]2[C:12](=[CH:13][CH:14]=1)[N:11]([CH2:15][CH2:16][CH2:17][CH2:18][CH2:19][CH2:20][C:21]([O:23][CH2:24][CH3:25])=[O:22])[C:10]1[CH2:9][CH2:8][C:7](=[CH2:26])[C:6](=[O:27])[C:5]2=1.[NH:28]1[CH2:33][CH2:32][O:31][CH2:30][CH2:29]1. Product: [F:1][C:2]1[CH:3]=[C:4]2[C:12](=[CH:13][CH:14]=1)[N:11]([CH2:15][CH2:16][CH2:17][CH2:18][CH2:19][CH2:20][C:21]([O:23][CH2:24][CH3:25])=[O:22])[C:10]1[CH2:9][CH2:8][CH:7]([CH2:26][N:28]3[CH2:33][CH2:32][O:31][CH2:30][CH2:29]3)[C:6](=[O:27])[C:5]2=1. The catalyst class is: 11. (4) Reactant: O/[N:2]=[CH:3]\[C:4]1[O:5][C:6]2[CH:12]=[C:11]([C:13]([O:15][CH3:16])=[O:14])[CH:10]=[CH:9][C:7]=2[CH:8]=1.N1C=CC=CC=1.FC(F)(F)C(OC(=O)C(F)(F)F)=O. The catalyst class is: 2. Product: [C:3]([C:4]1[O:5][C:6]2[CH:12]=[C:11]([C:13]([O:15][CH3:16])=[O:14])[CH:10]=[CH:9][C:7]=2[CH:8]=1)#[N:2].